This data is from Peptide-MHC class II binding affinity with 134,281 pairs from IEDB. The task is: Regression. Given a peptide amino acid sequence and an MHC pseudo amino acid sequence, predict their binding affinity value. This is MHC class II binding data. (1) The peptide sequence is FWANYEEEWR. The MHC is HLA-DQA10501-DQB10201 with pseudo-sequence HLA-DQA10501-DQB10201. The binding affinity (normalized) is 0.243. (2) The peptide sequence is SKLTYENVKMEDVGY. The MHC is DRB1_0802 with pseudo-sequence DRB1_0802. The binding affinity (normalized) is 0.194. (3) The peptide sequence is SLKEVNQFSKPILWD. The MHC is DRB1_0101 with pseudo-sequence DRB1_0101. The binding affinity (normalized) is 0.571. (4) The peptide sequence is GIYRILQRGLLGRSQ. The MHC is DRB1_1101 with pseudo-sequence DRB1_1101. The binding affinity (normalized) is 0.957.